From a dataset of Catalyst prediction with 721,799 reactions and 888 catalyst types from USPTO. Predict which catalyst facilitates the given reaction. (1) Reactant: [C:1]([CH2:3][NH:4][C:5]([C:7]1[CH:12]=[CH:11][C:10](B(O)O)=[CH:9][CH:8]=1)=[O:6])#[N:2].[Br:16][C:17]1[C:18](I)=[N:19][C:20]([I:23])=[N:21][CH:22]=1.C(=O)([O-])[O-].[K+].[K+]. Product: [Br:16][C:17]1[C:18]([C:10]2[CH:11]=[CH:12][C:7]([C:5]([NH:4][CH2:3][C:1]#[N:2])=[O:6])=[CH:8][CH:9]=2)=[N:19][C:20]([I:23])=[N:21][CH:22]=1. The catalyst class is: 70. (2) Reactant: [NH2:1][C:2](=[N:14][OH:15])[C:3]1[CH:12]=[CH:11][C:6]([C:7]([O:9][CH3:10])=[O:8])=[C:5]([F:13])[CH:4]=1.[C:16]([NH:19][C:20]1[CH:21]=[C:22]([CH:26]=[CH:27][C:28]=1[N:29]1[CH2:34][CH2:33][CH2:32][CH2:31][CH:30]1[CH3:35])[C:23](O)=O)(=[O:18])[CH3:17]. Product: [C:16]([NH:19][C:20]1[CH:21]=[C:22]([C:23]2[O:15][N:14]=[C:2]([C:3]3[CH:12]=[CH:11][C:6]([C:7]([O:9][CH3:10])=[O:8])=[C:5]([F:13])[CH:4]=3)[N:1]=2)[CH:26]=[CH:27][C:28]=1[N:29]1[CH2:34][CH2:33][CH2:32][CH2:31][CH:30]1[CH3:35])(=[O:18])[CH3:17]. The catalyst class is: 5. (3) Reactant: N[CH2:2][CH2:3][CH2:4][OH:5].[CH:6]1[CH:11]=[CH:10][C:9]([CH2:12][O:13][C:14](Cl)=[O:15])=[CH:8][CH:7]=1.CC[N:19](C(C)C)C(C)C. Product: [C:14]([C:4]([NH2:19])([OH:5])[CH2:3][CH3:2])([O:13][CH2:12][C:9]1[CH:10]=[CH:11][CH:6]=[CH:7][CH:8]=1)=[O:15]. The catalyst class is: 2. (4) Reactant: CCCCCC.[Li]CCCC.[CH3:12][O:13][C:14]1[CH:25]=[CH:24][C:17]([CH2:18][O:19][CH2:20][CH2:21][C:22]#[CH:23])=[CH:16][CH:15]=1.CN([CH:29]=[O:30])C. Product: [CH3:12][O:13][C:14]1[CH:25]=[CH:24][C:17]([CH2:18][O:19][CH2:20][CH2:21][C:22]#[C:23][CH:29]=[O:30])=[CH:16][CH:15]=1. The catalyst class is: 1.